The task is: Regression. Given two drug SMILES strings and cell line genomic features, predict the synergy score measuring deviation from expected non-interaction effect.. This data is from NCI-60 drug combinations with 297,098 pairs across 59 cell lines. (1) Drug 1: CC1=C2C(C(=O)C3(C(CC4C(C3C(C(C2(C)C)(CC1OC(=O)C(C(C5=CC=CC=C5)NC(=O)OC(C)(C)C)O)O)OC(=O)C6=CC=CC=C6)(CO4)OC(=O)C)O)C)O. Drug 2: C1=CC=C(C(=C1)C(C2=CC=C(C=C2)Cl)C(Cl)Cl)Cl. Cell line: SNB-75. Synergy scores: CSS=6.99, Synergy_ZIP=-2.25, Synergy_Bliss=-0.648, Synergy_Loewe=1.84, Synergy_HSA=0.800. (2) Drug 1: CNC(=O)C1=NC=CC(=C1)OC2=CC=C(C=C2)NC(=O)NC3=CC(=C(C=C3)Cl)C(F)(F)F. Drug 2: CC(C)CN1C=NC2=C1C3=CC=CC=C3N=C2N. Cell line: ACHN. Synergy scores: CSS=-0.0330, Synergy_ZIP=-1.37, Synergy_Bliss=-4.90, Synergy_Loewe=-3.06, Synergy_HSA=-6.28. (3) Drug 1: CC1C(C(=O)NC(C(=O)N2CCCC2C(=O)N(CC(=O)N(C(C(=O)O1)C(C)C)C)C)C(C)C)NC(=O)C3=C4C(=C(C=C3)C)OC5=C(C(=O)C(=C(C5=N4)C(=O)NC6C(OC(=O)C(N(C(=O)CN(C(=O)C7CCCN7C(=O)C(NC6=O)C(C)C)C)C)C(C)C)C)N)C. Drug 2: CN(C(=O)NC(C=O)C(C(C(CO)O)O)O)N=O. Cell line: OVCAR-5. Synergy scores: CSS=15.5, Synergy_ZIP=-4.24, Synergy_Bliss=4.02, Synergy_Loewe=0.493, Synergy_HSA=0.436. (4) Drug 1: C1=CC(=CC=C1CCC2=CNC3=C2C(=O)NC(=N3)N)C(=O)NC(CCC(=O)O)C(=O)O. Drug 2: C1=CC(=CC=C1CCCC(=O)O)N(CCCl)CCCl. Cell line: RPMI-8226. Synergy scores: CSS=47.3, Synergy_ZIP=-12.9, Synergy_Bliss=-19.0, Synergy_Loewe=-14.5, Synergy_HSA=-12.6. (5) Drug 1: C1=NC2=C(N=C(N=C2N1C3C(C(C(O3)CO)O)O)F)N. Drug 2: CC1=C(C=C(C=C1)NC(=O)C2=CC=C(C=C2)CN3CCN(CC3)C)NC4=NC=CC(=N4)C5=CN=CC=C5. Cell line: HCT-15. Synergy scores: CSS=8.81, Synergy_ZIP=-2.72, Synergy_Bliss=7.43, Synergy_Loewe=-8.91, Synergy_HSA=-0.330.